Dataset: Full USPTO retrosynthesis dataset with 1.9M reactions from patents (1976-2016). Task: Predict the reactants needed to synthesize the given product. (1) Given the product [C:35]([C@@H:33]([C@H:31]([C:30]([OH:39])=[O:38])[OH:32])[OH:34])([OH:37])=[O:36].[CH3:29][N:2]([CH3:1])[C:3]1[N:4]=[CH:5][C:6]([C:9]2[C:22]3[C:17](=[CH:18][C:19]([O:25][CH2:26][CH3:27])=[C:20]([O:23][CH3:24])[CH:21]=3)[C@@H:16]3[C@@H:11]([CH2:12][CH2:13][C@@H:14]([OH:28])[CH2:15]3)[N:10]=2)=[CH:7][N:8]=1, predict the reactants needed to synthesize it. The reactants are: [CH3:1][N:2]([CH3:29])[C:3]1[N:8]=[CH:7][C:6]([C:9]2[C:22]3[C:17](=[CH:18][C:19]([O:25][CH2:26][CH3:27])=[C:20]([O:23][CH3:24])[CH:21]=3)[C@@H:16]3[C@@H:11]([CH2:12][CH2:13][C@@H:14]([OH:28])[CH2:15]3)[N:10]=2)=[CH:5][N:4]=1.[C:30]([OH:39])(=[O:38])[C@@H:31]([C@H:33]([C:35]([OH:37])=[O:36])[OH:34])[OH:32]. (2) The reactants are: [Cl:1][C:2]1[CH:10]=[C:9]2[C:5]([C:6]3([C@@H:15]([C:16]4[CH:21]=[CH:20][N:19]=[C:18]([Cl:22])[C:17]=4[F:23])[C@H:14]([C:24](O)=[O:25])[NH:13][C:12]43[CH2:31][CH2:30][C:29]([CH3:33])([CH3:32])[CH2:28][CH2:27]4)[C:7](=[O:11])[NH:8]2)=[CH:4][CH:3]=1.Cl.[NH2:35][C@H:36]1[CH2:41][CH2:40][C@H:39]([C:42]([N:44]([CH3:46])[CH3:45])=[O:43])[CH2:38][CH2:37]1. Given the product [Cl:1][C:2]1[CH:10]=[C:9]2[C:5]([C@@:6]3([C@@H:15]([C:16]4[CH:21]=[CH:20][N:19]=[C:18]([Cl:22])[C:17]=4[F:23])[C@H:14]([C:24]([NH:35][C@H:36]4[CH2:37][CH2:38][C@H:39]([C:42](=[O:43])[N:44]([CH3:45])[CH3:46])[CH2:40][CH2:41]4)=[O:25])[NH:13][C:12]43[CH2:27][CH2:28][C:29]([CH3:32])([CH3:33])[CH2:30][CH2:31]4)[C:7](=[O:11])[NH:8]2)=[CH:4][CH:3]=1, predict the reactants needed to synthesize it. (3) Given the product [Cl:1][C:2]1[CH:20]=[C:19]([Cl:21])[CH:18]=[CH:17][C:3]=1[CH2:4][C:5]1[S:9][C:8]([CH:10]([CH3:11])[CH3:12])=[N:7][C:6]=1[CH2:13][CH2:14][CH2:15][O:16][C:23]1[C:28]([CH2:29][C:30]([OH:32])=[O:31])=[CH:27][CH:26]=[CH:25][N:24]=1, predict the reactants needed to synthesize it. The reactants are: [Cl:1][C:2]1[CH:20]=[C:19]([Cl:21])[CH:18]=[CH:17][C:3]=1[CH2:4][C:5]1[S:9][C:8]([CH:10]([CH3:12])[CH3:11])=[N:7][C:6]=1[CH2:13][CH2:14][CH2:15][OH:16].O[C:23]1[C:28]([CH2:29][C:30]([O:32]C)=[O:31])=[CH:27][CH:26]=[CH:25][N:24]=1.C(P(CCCC)CCCC)CCC.N(C(N1CCCCC1)=O)=NC(N1CCCCC1)=O. (4) Given the product [F:20][C:14]1[CH:15]=[C:16]([F:19])[CH:17]=[CH:18][C:13]=1[S:10](/[CH:9]=[CH:34]/[C:33]1[C:28]([NH:27][C:24]2[CH:25]=[CH:26][N:22]([CH3:21])[N:23]=2)=[N:29][C:30]([S:36][CH3:37])=[N:31][CH:32]=1)(=[O:11])=[O:12], predict the reactants needed to synthesize it. The reactants are: C(OP([CH2:9][S:10]([C:13]1[CH:18]=[CH:17][C:16]([F:19])=[CH:15][C:14]=1[F:20])(=[O:12])=[O:11])(=O)OCC)C.[CH3:21][N:22]1[CH:26]=[CH:25][C:24]([NH:27][C:28]2[C:33]([CH:34]=O)=[CH:32][N:31]=[C:30]([S:36][CH3:37])[N:29]=2)=[N:23]1. (5) Given the product [N:26]1([CH2:2][C:3]([N:5]([C:18]2[CH:23]=[CH:22][C:21]([CH3:24])=[C:20]([CH3:25])[CH:19]=2)[CH2:6][CH2:7][C:8]2[CH:13]=[CH:12][C:11]([C:14]([F:17])([F:16])[F:15])=[CH:10][CH:9]=2)=[O:4])[C:30]2[CH:31]=[CH:32][CH:33]=[CH:34][C:29]=2[N:28]=[CH:27]1, predict the reactants needed to synthesize it. The reactants are: Br[CH2:2][C:3]([N:5]([C:18]1[CH:23]=[CH:22][C:21]([CH3:24])=[C:20]([CH3:25])[CH:19]=1)[CH2:6][CH2:7][C:8]1[CH:13]=[CH:12][C:11]([C:14]([F:17])([F:16])[F:15])=[CH:10][CH:9]=1)=[O:4].[N:26]1[C:30]2[CH:31]=[CH:32][CH:33]=[CH:34][C:29]=2[NH:28][CH:27]=1.C(=O)([O-])[O-].[K+].[K+]. (6) Given the product [F:1][C:2]1[CH:3]=[CH:4][C:5]([C:8]2[O:9][CH:10]=[C:11]([CH2:13][O:14][C@@H:15]3[CH2:20][CH2:19][CH2:18][C@H:17]([O:21][CH2:22][C:23]4[CH:32]=[CH:31][CH:30]=[C:29]([CH3:33])[C:24]=4[C:25]([OH:27])=[O:26])[CH2:16]3)[N:12]=2)=[CH:6][CH:7]=1, predict the reactants needed to synthesize it. The reactants are: [F:1][C:2]1[CH:7]=[CH:6][C:5]([C:8]2[O:9][CH:10]=[C:11]([CH2:13][O:14][C@@H:15]3[CH2:20][CH2:19][CH2:18][C@H:17]([O:21][CH2:22][C:23]4[CH:32]=[CH:31][CH:30]=[C:29]([CH3:33])[C:24]=4[C:25]([O:27]C)=[O:26])[CH2:16]3)[N:12]=2)=[CH:4][CH:3]=1.[OH-].[K+].Cl.